Dataset: Reaction yield outcomes from USPTO patents with 853,638 reactions. Task: Predict the reaction yield, written as a fraction of the theoretical maximum amount of product (1.0 means a 100% yield; for example, 0.34 means a 34% yield). (1) The reactants are [F:1][C:2]1[CH:7]=[CH:6][C:5]([F:8])=[CH:4][C:3]=1[C@H:9]1[CH2:13][CH2:12][CH2:11][N:10]1[C:14]1[CH:19]=[CH:18][N:17]2[N:20]=[CH:21][C:22]([NH:23][C:24](=[O:29])[C:25]([O:27]C)=[O:26])=[C:16]2[N:15]=1.O[Li].O. The catalyst is C1COCC1.CO.O. The product is [F:1][C:2]1[CH:7]=[CH:6][C:5]([F:8])=[CH:4][C:3]=1[C@H:9]1[CH2:13][CH2:12][CH2:11][N:10]1[C:14]1[CH:19]=[CH:18][N:17]2[N:20]=[CH:21][C:22]([NH:23][C:24](=[O:29])[C:25]([OH:27])=[O:26])=[C:16]2[N:15]=1. The yield is 0.520. (2) The reactants are [Cl:1][C:2]1[C:3]([O:12][C:13]2[CH:18]=[C:17]([O:19][CH:20]([CH3:22])[CH3:21])[CH:16]=[CH:15][C:14]=2/[CH:23]=[C:24](\[CH3:28])/[C:25](O)=[O:26])=[N:4][CH:5]=[C:6]([C:8]([F:11])([F:10])[F:9])[CH:7]=1.Cl.C(N=C=NCCCN(C)C)C.[CH:41]([O:44][CH2:45][CH2:46][NH:47][S:48]([NH2:51])(=[O:50])=[O:49])([CH3:43])[CH3:42].Cl. The catalyst is C(#N)C.CN(C)C1C=CN=CC=1.C(OCC)(=O)C. The product is [Cl:1][C:2]1[C:3]([O:12][C:13]2[CH:18]=[C:17]([O:19][CH:20]([CH3:21])[CH3:22])[CH:16]=[CH:15][C:14]=2/[CH:23]=[C:24](\[CH3:28])/[C:25]([NH:51][S:48]([NH:47][CH2:46][CH2:45][O:44][CH:41]([CH3:43])[CH3:42])(=[O:50])=[O:49])=[O:26])=[N:4][CH:5]=[C:6]([C:8]([F:11])([F:9])[F:10])[CH:7]=1. The yield is 0.540.